Dataset: Catalyst prediction with 721,799 reactions and 888 catalyst types from USPTO. Task: Predict which catalyst facilitates the given reaction. (1) Reactant: C(OC([NH:8][C@@H:9]([CH2:38][C:39]#[CH:40])[C:10]([NH:12][CH2:13][CH2:14][CH2:15][C:16]#[C:17][C:18]1[CH:19]=[C:20]([CH:35]=[CH:36][CH:37]=1)[O:21][CH:22]1[CH2:27][CH2:26][N:25](C(OC(C)(C)C)=O)[CH2:24][CH2:23]1)=[O:11])=O)(C)(C)C.[C:41]([OH:47])([C:43]([F:46])([F:45])[F:44])=[O:42]. Product: [NH2:8][C@@H:9]([CH2:38][C:39]#[CH:40])[C:10]([NH:12][CH2:13][CH2:14][CH2:15][C:16]#[C:17][C:18]1[CH:37]=[CH:36][CH:35]=[C:20]([O:21][CH:22]2[CH2:27][CH2:26][NH:25][CH2:24][CH2:23]2)[CH:19]=1)=[O:11].[C:41]([OH:47])([C:43]([F:46])([F:45])[F:44])=[O:42]. The catalyst class is: 4. (2) Reactant: C[O:2][C:3](=[O:32])[CH:4]([S:20][C:21]1[NH:22][C:23]([C:26]2[CH:31]=[CH:30][CH:29]=[CH:28][CH:27]=2)=[CH:24][N:25]=1)[CH2:5][C:6]1[CH:11]=[CH:10][C:9]([O:12][CH2:13][C:14]2[CH:19]=[CH:18][CH:17]=[CH:16][CH:15]=2)=[CH:8][CH:7]=1.[OH-].[K+].Cl.O. Product: [CH2:13]([O:12][C:9]1[CH:8]=[CH:7][C:6]([CH2:5][CH:4]([S:20][C:21]2[NH:22][C:23]([C:26]3[CH:31]=[CH:30][CH:29]=[CH:28][CH:27]=3)=[CH:24][N:25]=2)[C:3]([OH:32])=[O:2])=[CH:11][CH:10]=1)[C:14]1[CH:19]=[CH:18][CH:17]=[CH:16][CH:15]=1. The catalyst class is: 24. (3) Reactant: BrN1C(C)(C)C(=O)N(Br)C1=O.[CH3:12][N:13]1[C:21]2[C:20]3([C:30]4[CH:35]=[CH:34][CH:33]=[CH:32][CH:31]=4)[CH2:22][CH:23]([C:28]#[N:29])[C:24](=[O:27])[CH:25]([CH3:26])[CH:19]3[CH2:18][CH2:17][C:16]=2[C:15]([C:36]2[CH:41]=[CH:40][CH:39]=[CH:38][CH:37]=2)=[N:14]1.N1C=CC=CC=1. Product: [CH3:12][N:13]1[C:21]2[C:20]3([C:30]4[CH:35]=[CH:34][CH:33]=[CH:32][CH:31]=4)[CH:22]=[C:23]([C:28]#[N:29])[C:24](=[O:27])[CH:25]([CH3:26])[CH:19]3[CH2:18][CH2:17][C:16]=2[C:15]([C:36]2[CH:37]=[CH:38][CH:39]=[CH:40][CH:41]=2)=[N:14]1. The catalyst class is: 9. (4) Reactant: [CH3:1][O:2][C:3]([C:5]1[C:6]([CH3:29])=[CH:7][C:8]([CH3:28])=[C:9]([C:11]2[NH:27][C:14]3[CH2:15][CH2:16][N:17](C(OC(C)(C)C)=O)[CH2:18][CH2:19][C:13]=3[N:12]=2)[CH:10]=1)=[O:4].FC(F)(F)C(O)=O.C([O-])(O)=O.[Na+]. Product: [NH:12]1[C:13]2[CH2:19][CH2:18][NH:17][CH2:16][CH2:15][C:14]=2[N:27]=[C:11]1[C:9]1[C:8]([CH3:28])=[CH:7][C:6]([CH3:29])=[C:5]([CH:10]=1)[C:3]([O:2][CH3:1])=[O:4]. The catalyst class is: 4. (5) Reactant: CON(C)[C:4](=[O:32])[CH2:5][CH2:6][CH2:7][CH2:8][CH2:9][CH2:10][CH2:11][CH2:12][CH2:13][CH2:14][CH2:15][N:16]1[C:28]2[C:27]3[CH:26]=[CH:25][CH:24]=[CH:23][C:22]=3[N:21]=[CH:20][C:19]=2[N:18]=[C:17]1[CH2:29][CH2:30][CH3:31].[C:34]1([Mg]Br)[CH:39]=[CH:38][CH:37]=[CH:36][CH:35]=1. Product: [C:34]1([C:4](=[O:32])[CH2:5][CH2:6][CH2:7][CH2:8][CH2:9][CH2:10][CH2:11][CH2:12][CH2:13][CH2:14][CH2:15][N:16]2[C:28]3[C:27]4[CH:26]=[CH:25][CH:24]=[CH:23][C:22]=4[N:21]=[CH:20][C:19]=3[N:18]=[C:17]2[CH2:29][CH2:30][CH3:31])[CH:39]=[CH:38][CH:37]=[CH:36][CH:35]=1. The catalyst class is: 1. (6) Reactant: Cl.[O:2]1[CH:6]=[CH:5][CH:4]=[C:3]1[C:7](=[NH:21])[NH:8][C:9]1[CH:10]=[C:11]([CH:16]=[CH:17][C:18]=1[O:19][CH3:20])[C:12]([O:14]C)=[O:13].[O-]Cl.[Na+].C([O-])(O)=O.[Na+].[OH-].[Na+]. Product: [O:2]1[CH:6]=[CH:5][CH:4]=[C:3]1[C:7]1[NH:8][C:9]2[C:18]([O:19][CH3:20])=[CH:17][CH:16]=[C:11]([C:12]([OH:14])=[O:13])[C:10]=2[N:21]=1. The catalyst class is: 5. (7) Reactant: C([O:3][C:4](=[O:43])[CH2:5][CH:6]([C:33]1[CH:34]=[N:35][C:36]2[C:41]([CH:42]=1)=[CH:40][CH:39]=[CH:38][CH:37]=2)[CH2:7][CH2:8][CH2:9][CH2:10][CH2:11][CH2:12][C:13]1[N:18]=[C:17]([NH:19]C(=O)C(C)(C)C)[N:16]=[C:15]([NH:26]C(=O)C(C)(C)C)[CH:14]=1)C.O.[Li+].[OH-]. Product: [NH2:19][C:17]1[N:16]=[C:15]([NH2:26])[CH:14]=[C:13]([CH2:12][CH2:11][CH2:10][CH2:9][CH2:8][CH2:7][CH:6]([C:33]2[CH:34]=[N:35][C:36]3[C:41]([CH:42]=2)=[CH:40][CH:39]=[CH:38][CH:37]=3)[CH2:5][C:4]([OH:43])=[O:3])[N:18]=1. The catalyst class is: 1. (8) Reactant: [Br:1][C:2]1[S:6][C:5]2=[C:7]([C:10](OC)=[O:11])[N:8]=[CH:9][N:4]2[CH:3]=1.C1(C)C=CC=CC=1.[H-].C([Al+]CC(C)C)C(C)C.C(C(C(C([O-])=O)O)O)([O-])=O.[Na+].[K+]. Product: [Br:1][C:2]1[S:6][C:5]2=[C:7]([CH2:10][OH:11])[N:8]=[CH:9][N:4]2[CH:3]=1. The catalyst class is: 4. (9) Reactant: Br[C:2]1[C:10]2[C:9]([NH:11][C@H:12]([C:14]3[N:19]([C:20]4[CH:25]=[CH:24][CH:23]=[CH:22][CH:21]=4)[C:18](=[O:26])[C:17]4=[C:27]([CH3:30])[CH:28]=[CH:29][N:16]4[N:15]=3)[CH3:13])=[N:8][CH:7]=[N:6][C:5]=2[N:4]([CH2:31][O:32][CH2:33][CH2:34][Si:35]([CH3:38])([CH3:37])[CH3:36])[CH:3]=1.[CH3:39][O:40][C:41]1[CH:46]=[CH:45][C:44]([S:47]([NH:50][C:51]2[CH:56]=[CH:55][CH:54]=[C:53](B3OC(C)(C)C(C)(C)O3)[CH:52]=2)(=[O:49])=[O:48])=[CH:43][CH:42]=1.C(=O)([O-])[O-].[Na+].[Na+]. Product: [CH3:39][O:40][C:41]1[CH:42]=[CH:43][C:44]([S:47]([NH:50][C:51]2[CH:52]=[CH:53][CH:54]=[C:55]([C:2]3[C:10]4[C:9]([NH:11][C@H:12]([C:14]5[N:19]([C:20]6[CH:25]=[CH:24][CH:23]=[CH:22][CH:21]=6)[C:18](=[O:26])[C:17]6=[C:27]([CH3:30])[CH:28]=[CH:29][N:16]6[N:15]=5)[CH3:13])=[N:8][CH:7]=[N:6][C:5]=4[N:4]([CH2:31][O:32][CH2:33][CH2:34][Si:35]([CH3:38])([CH3:37])[CH3:36])[CH:3]=3)[CH:56]=2)(=[O:49])=[O:48])=[CH:45][CH:46]=1. The catalyst class is: 149. (10) Reactant: Cl[C:2]1[C:11]2=[N:12][N:13](CC3C=CC(OC)=CC=3)[CH:14]=[C:10]2[C:9]2[CH:8]=[C:7]([O:24][CH3:25])[CH:6]=[CH:5][C:4]=2[N:3]=1.[NH:26]1[CH2:30][CH2:29][N:28]=[C:27]1[C:31]1[CH:37]=[CH:36][C:34]([NH2:35])=[CH:33][CH:32]=1.Cl. Product: [NH:28]1[CH2:29][CH2:30][N:26]=[C:27]1[C:31]1[CH:37]=[CH:36][C:34]([NH:35][C:2]2[C:11]3=[N:12][NH:13][CH:14]=[C:10]3[C:9]3[CH:8]=[C:7]([O:24][CH3:25])[CH:6]=[CH:5][C:4]=3[N:3]=2)=[CH:33][CH:32]=1. The catalyst class is: 71.